From a dataset of Full USPTO retrosynthesis dataset with 1.9M reactions from patents (1976-2016). Predict the reactants needed to synthesize the given product. (1) Given the product [NH2:14][C:16]1[CH:17]=[C:18]2[C:23](=[CH:24][C:25]=1[F:26])[C:22](=[O:27])[N:21]([C:28]1[CH:29]=[CH:30][C:31]([NH:7][C:5]([NH:4][S:1]([C:41]3[S:42][C:38]([C:36]#[CH:37])=[CH:39][CH:40]=3)(=[O:3])=[O:2])=[O:6])=[CH:32][CH:33]=1)[CH:20]=[CH:19]2, predict the reactants needed to synthesize it. The reactants are: [S:1](=[N:4][C:5]([NH2:7])=[O:6])(=[O:3])=[O:2].C(OC(=O)[N:14]([C:16]1[CH:17]=[C:18]2[C:23](=[CH:24][C:25]=1[F:26])[C:22](=[O:27])[N:21]([C:28]1[CH:33]=[CH:32][C:31](N)=[CH:30][CH:29]=1)[CH:20]=[CH:19]2)C)(C)(C)C.[C:36]([C:38]1[S:42][C:41](S(N)(=O)=O)=[CH:40][CH:39]=1)#[CH:37]. (2) Given the product [C:25]([O:16][CH:15]([C:14]1[C:9]([O:8][CH2:1][C:2]2[CH:3]=[CH:4][CH:5]=[CH:6][CH:7]=2)=[N:10][CH:11]=[CH:12][CH:13]=1)[C:17]1[CH:18]=[CH:19][C:20]([O:23][CH3:24])=[CH:21][CH:22]=1)(=[O:27])[CH3:26], predict the reactants needed to synthesize it. The reactants are: [CH2:1]([O:8][C:9]1[C:14]([CH:15]([C:17]2[CH:22]=[CH:21][C:20]([O:23][CH3:24])=[CH:19][CH:18]=2)[OH:16])=[CH:13][CH:12]=[CH:11][N:10]=1)[C:2]1[CH:7]=[CH:6][CH:5]=[CH:4][CH:3]=1.[C:25](OC(=O)C)(=[O:27])[CH3:26].C(OC(C1C(OCC2C=CC=CC=2)=NC(C)=CC=1)C1C=CC(CC)=CC=1)(=O)C. (3) Given the product [OH:46][C@@H:25]([CH2:24][NH:8][C@H:9]1[CH2:10][CH2:11][C@H:12]([C:15]2[CH:23]=[CH:22][C:18]([C:19]([N:58]3[CH2:59][CH2:60][CH:55]([CH:53]([OH:54])[C:47]4[CH:48]=[CH:49][CH:50]=[CH:51][CH:52]=4)[CH2:56][CH2:57]3)=[O:20])=[CH:17][CH:16]=2)[CH2:13][CH2:14]1)[CH2:26][O:27][C:28]1[CH:33]=[CH:32][C:31]([OH:34])=[C:30]([S:42]([CH3:45])(=[O:44])=[O:43])[CH:29]=1, predict the reactants needed to synthesize it. The reactants are: C([N:8]([CH2:24][C@H:25]([OH:46])[CH2:26][O:27][C:28]1[CH:33]=[CH:32][C:31]([O:34]CC2C=CC=CC=2)=[C:30]([S:42]([CH3:45])(=[O:44])=[O:43])[CH:29]=1)[C@H:9]1[CH2:14][CH2:13][C@H:12]([C:15]2[CH:23]=[CH:22][C:18]([C:19](O)=[O:20])=[CH:17][CH:16]=2)[CH2:11][CH2:10]1)C1C=CC=CC=1.[C:47]1([C:53]([CH:55]2[CH2:60][CH2:59][NH:58][CH2:57][CH2:56]2)=[O:54])[CH:52]=[CH:51][CH:50]=[CH:49][CH:48]=1. (4) Given the product [Br:1][C:2]1[CH:3]=[C:4]([I:20])[CH:5]=[CH:6][C:7]=1[Cl:8], predict the reactants needed to synthesize it. The reactants are: [Br:1][C:2]1[CH:3]=[C:4](N)[CH:5]=[CH:6][C:7]=1[Cl:8].N([O-])=O.[Na+].C(N)(=O)C(N)=O.[I-:20].[K+]. (5) Given the product [N:1]1[N:2]([C:6]2[N:11]=[C:10]([NH:12][C:13]3[CH:18]=[C:17]([NH:23][C@@H:24]4[CH2:29][CH2:28][CH2:27][CH2:26][C@@H:25]4[NH:30][C:31](=[O:37])[O:32][C:33]([CH3:35])([CH3:34])[CH3:36])[N:16]=[N:15][C:14]=3[C:20](=[O:21])[NH2:22])[CH:9]=[CH:8][CH:7]=2)[N:3]=[CH:4][CH:5]=1, predict the reactants needed to synthesize it. The reactants are: [N:1]1[N:2]([C:6]2[N:11]=[C:10]([NH:12][C:13]3[CH:18]=[C:17](Cl)[N:16]=[N:15][C:14]=3[C:20]([NH2:22])=[O:21])[CH:9]=[CH:8][CH:7]=2)[N:3]=[CH:4][CH:5]=1.[NH2:23][C@@H:24]1[CH2:29][CH2:28][CH2:27][CH2:26][C@@H:25]1[NH:30][C:31](=[O:37])[O:32][C:33]([CH3:36])([CH3:35])[CH3:34].